Task: Regression. Given two drug SMILES strings and cell line genomic features, predict the synergy score measuring deviation from expected non-interaction effect.. Dataset: Merck oncology drug combination screen with 23,052 pairs across 39 cell lines (1) Drug 1: Cn1nnc2c(C(N)=O)ncn2c1=O. Drug 2: CCC1(O)C(=O)OCc2c1cc1n(c2=O)Cc2cc3c(CN(C)C)c(O)ccc3nc2-1. Cell line: SW620. Synergy scores: synergy=12.7. (2) Drug 2: CC1CC2C3CCC4=CC(=O)C=CC4(C)C3(F)C(O)CC2(C)C1(O)C(=O)CO. Cell line: NCIH2122. Drug 1: O=S1(=O)NC2(CN1CC(F)(F)F)C1CCC2Cc2cc(C=CCN3CCC(C(F)(F)F)CC3)ccc2C1. Synergy scores: synergy=-20.7. (3) Drug 1: C#Cc1cccc(Nc2ncnc3cc(OCCOC)c(OCCOC)cc23)c1. Drug 2: CCc1c2c(nc3ccc(O)cc13)-c1cc3c(c(=O)n1C2)COC(=O)C3(O)CC. Cell line: UWB1289. Synergy scores: synergy=12.9.